From a dataset of Reaction yield outcomes from USPTO patents with 853,638 reactions. Predict the reaction yield, written as a fraction of the theoretical maximum amount of product (1.0 means a 100% yield; for example, 0.34 means a 34% yield). The yield is 0.320. The product is [NH2:1][C:4]1[CH:5]=[CH:6][C:7]([CH2:8][CH:9]([C:10]([O:12][CH:13]([CH3:15])[CH3:14])=[O:11])[C:16]([O:18][CH:19]([CH3:20])[CH3:21])=[O:17])=[CH:22][CH:23]=1. The reactants are [N+:1]([C:4]1[CH:23]=[CH:22][C:7]([CH2:8][CH:9]([C:16]([O:18][CH:19]([CH3:21])[CH3:20])=[O:17])[C:10]([O:12][CH:13]([CH3:15])[CH3:14])=[O:11])=[CH:6][CH:5]=1)([O-])=O. The catalyst is [Pd].C(OCC)(=O)C.CO.